This data is from Full USPTO retrosynthesis dataset with 1.9M reactions from patents (1976-2016). The task is: Predict the reactants needed to synthesize the given product. (1) Given the product [Cl:24][C:19]1[CH:18]=[C:17]([CH:22]=[CH:21][C:20]=1[Cl:23])[C:16]([NH:15][C:12]1[CH:11]=[CH:10][C:9]([O:8][C:7]2[CH:26]=[CH:27][C:4]([NH:3][C:41]([CH:38]3[CH2:39][CH2:40][N:35]([C:33]([O:32][C:28]([CH3:31])([CH3:30])[CH3:29])=[O:34])[CH2:36][CH2:37]3)=[O:42])=[CH:5][CH:6]=2)=[N:14][CH:13]=1)=[O:25], predict the reactants needed to synthesize it. The reactants are: Cl.Cl.[NH2:3][C:4]1[CH:27]=[CH:26][C:7]([O:8][C:9]2[N:14]=[CH:13][C:12]([NH:15][C:16](=[O:25])[C:17]3[CH:22]=[CH:21][C:20]([Cl:23])=[C:19]([Cl:24])[CH:18]=3)=[CH:11][CH:10]=2)=[CH:6][CH:5]=1.[C:28]([O:32][C:33]([N:35]1[CH2:40][CH2:39][CH:38]([C:41](O)=[O:42])[CH2:37][CH2:36]1)=[O:34])([CH3:31])([CH3:30])[CH3:29].C(N(CC)CC)C.O.ON1C2C=CC=CC=2N=N1.Cl.C(N=C=NCCCN(C)C)C. (2) Given the product [CH2:6]([O:8][C:9](=[O:19])[CH2:10][O:11][C:12]1[CH:17]=[CH:16][C:15]([S:2]([Cl:1])(=[O:5])=[O:3])=[CH:14][C:13]=1[Br:18])[CH3:7], predict the reactants needed to synthesize it. The reactants are: [Cl:1][S:2]([OH:5])(=O)=[O:3].[CH2:6]([O:8][C:9](=[O:19])[CH2:10][O:11][C:12]1[CH:17]=[CH:16][CH:15]=[CH:14][C:13]=1[Br:18])[CH3:7]. (3) Given the product [Br:1][C:2]1[CH:7]=[CH:6][CH:5]=[CH:4][C:3]=1[O:8][CH2:10][C:11]([C:13]1[CH:18]=[CH:17][CH:16]=[CH:15][CH:14]=1)=[O:12], predict the reactants needed to synthesize it. The reactants are: [Br:1][C:2]1[CH:7]=[CH:6][CH:5]=[CH:4][C:3]=1[OH:8].Br[CH2:10][C:11]([C:13]1[CH:18]=[CH:17][CH:16]=[CH:15][CH:14]=1)=[O:12].C([O-])([O-])=O.[K+].[K+]. (4) Given the product [NH2:8][C:5]1[CH:6]=[CH:7][C:2]([F:1])=[C:3]([C@:11]2([CH3:24])[C@@H:20]3[C@H:16]([CH2:17][O:18][CH2:19]3)[S:15](=[O:21])(=[O:22])[CH2:14][C:13]([NH2:23])=[N:12]2)[CH:4]=1, predict the reactants needed to synthesize it. The reactants are: [F:1][C:2]1[CH:7]=[CH:6][C:5]([N+:8]([O-])=O)=[CH:4][C:3]=1[C@:11]1([CH3:24])[C@@H:20]2[C@H:16]([CH2:17][O:18][CH2:19]2)[S:15](=[O:22])(=[O:21])[CH2:14][C:13]([NH2:23])=[N:12]1.